This data is from Forward reaction prediction with 1.9M reactions from USPTO patents (1976-2016). The task is: Predict the product of the given reaction. Given the reactants [Br-].[Br:2][C:3]1[CH:8]=[CH:7][C:6]([C:9]2[O:13][N:12]=[C:11]([CH3:14])[C:10]=2[CH2:15][P+](C2C=CC=CC=2)(C2C=CC=CC=2)C2C=CC=CC=2)=[CH:5][CH:4]=1.[CH:35]([C:38]1[CH:43]=[CH:42][C:41]([CH2:44][CH:45]([CH3:48])[CH:46]=O)=[CH:40][CH:39]=1)([CH3:37])[CH3:36], predict the reaction product. The product is: [Br:2][C:3]1[CH:4]=[CH:5][C:6]([C:9]2[O:13][N:12]=[C:11]([CH3:14])[C:10]=2[CH:15]=[CH:46][CH:45]([CH3:48])[CH2:44][C:41]2[CH:40]=[CH:39][C:38]([CH:35]([CH3:37])[CH3:36])=[CH:43][CH:42]=2)=[CH:7][CH:8]=1.